Dataset: Full USPTO retrosynthesis dataset with 1.9M reactions from patents (1976-2016). Task: Predict the reactants needed to synthesize the given product. (1) Given the product [Cl:1][C:2]1[C:7]([OH:8])=[C:6]([CH:12]=[CH2:13])[CH:5]=[C:4]([CH2:10][OH:11])[N:3]=1, predict the reactants needed to synthesize it. The reactants are: [Cl:1][C:2]1[C:7]([OH:8])=[C:6](I)[CH:5]=[C:4]([CH2:10][OH:11])[N:3]=1.[CH:12]([Sn](C=C)(C=C)C=C)=[CH2:13]. (2) Given the product [C:17]([O:20][C:21](=[O:22])[NH:7][C:6]1([C:2]2[O:1][CH:5]=[CH:4][CH:3]=2)[CH2:9][CH2:8]1)([CH3:19])([CH3:18])[CH3:16], predict the reactants needed to synthesize it. The reactants are: [O:1]1[CH:5]=[CH:4][CH:3]=[C:2]1[C:6]#[N:7].[CH2:8]([Mg]Br)[CH3:9].B(F)(F)F.[CH3:16][C:17]([O:20][C:21](O[C:21]([O:20][C:17]([CH3:19])([CH3:18])[CH3:16])=[O:22])=[O:22])([CH3:19])[CH3:18]. (3) Given the product [CH2:25]([O:24][C:20](=[O:23])[CH:21]([N:15]1[C:14](=[O:18])[CH:13]2[CH:16]1[S:17][C:11]([CH2:4][C:5]1[CH:6]=[CH:7][CH:8]=[CH:9][CH:10]=1)=[N:12]2)[OH:22])[CH:26]=[CH2:27], predict the reactants needed to synthesize it. The reactants are: C(Cl)Cl.[CH2:4]([C:11]1[S:17][CH:16]2[CH:13]([C:14](=[O:18])[NH:15]2)[N:12]=1)[C:5]1[CH:10]=[CH:9][CH:8]=[CH:7][CH:6]=1.O.[C:20]([O:24][CH2:25][CH:26]=[CH2:27])(=[O:23])[CH:21]=[O:22]. (4) Given the product [N:9]1[CH:10]=[CH:11][C:12]([O:15][CH:22]([CH3:33])[C:23]([O:25][CH2:26][C:27]2[CH:32]=[CH:31][CH:30]=[CH:29][CH:28]=2)=[O:24])=[CH:13][CH:14]=1, predict the reactants needed to synthesize it. The reactants are: C[Si](CCOC[N:9]1[CH:14]=[CH:13][C:12](=[O:15])[CH:11]=[CH:10]1)(C)C.FC(F)(F)S(O[CH:22]([CH3:33])[C:23]([O:25][CH2:26][C:27]1[CH:32]=[CH:31][CH:30]=[CH:29][CH:28]=1)=[O:24])(=O)=O. (5) Given the product [NH2:17][C:12]1[N:11]=[C:10]([O:18][CH2:19][CH2:20][O:21][CH3:22])[N:9]=[C:8]2[C:13]=1[N:14]=[C:15]([OH:16])[N:7]2[CH2:6][C:5]1[CH:4]=[C:3]([CH2:2][P:29]([CH3:33])(=[O:30])[O:28][CH2:26][CH3:27])[CH:25]=[CH:24][CH:23]=1, predict the reactants needed to synthesize it. The reactants are: Br[CH2:2][C:3]1[CH:4]=[C:5]([CH:23]=[CH:24][CH:25]=1)[CH2:6][N:7]1[C:15]([OH:16])=[N:14][C:13]2[C:8]1=[N:9][C:10]([O:18][CH2:19][CH2:20][O:21][CH3:22])=[N:11][C:12]=2[NH2:17].[CH2:26]([O:28][P:29]([CH3:33])[O:30]CC)[CH3:27]. (6) Given the product [C:21]([C:20]1[CH:19]=[C:18]([CH:25]=[CH:24][CH:23]=1)[O:1][CH:2]1[CH2:3][CH2:4][N:5]([C:8]([O:10][C:11]([CH3:14])([CH3:13])[CH3:12])=[O:9])[CH2:6][CH2:7]1)#[N:22], predict the reactants needed to synthesize it. The reactants are: [OH:1][CH:2]1[CH2:7][CH2:6][N:5]([C:8]([O:10][C:11]([CH3:14])([CH3:13])[CH3:12])=[O:9])[CH2:4][CH2:3]1.[H-].[Na+].F[C:18]1[CH:19]=[C:20]([CH:23]=[CH:24][CH:25]=1)[C:21]#[N:22]. (7) Given the product [Br:1][C:2]1[CH:7]=[C:6]([CH3:8])[CH:5]=[CH:4][C:3]=1[C:9]([O:14][CH2:24][O:25][CH3:26])([CH2:10][F:11])[CH2:12][F:13], predict the reactants needed to synthesize it. The reactants are: [Br:1][C:2]1[CH:7]=[C:6]([CH3:8])[CH:5]=[CH:4][C:3]=1[C:9]([OH:14])([CH2:12][F:13])[CH2:10][F:11].CCN(C(C)C)C(C)C.[CH2:24](Cl)[O:25][CH3:26].[NH4+].[Cl-]. (8) Given the product [CH3:21][O:22][CH2:23][CH2:24][O:25][CH2:26][N:18]1[C:17](=[O:19])[O:16][N:15]=[C:14]1[C:9]1[CH:10]=[CH:11][CH:12]=[CH:13][C:8]=1[C:5]1[CH:6]=[CH:7][C:2]([CH3:1])=[CH:3][CH:4]=1, predict the reactants needed to synthesize it. The reactants are: [CH3:1][C:2]1[CH:7]=[CH:6][C:5]([C:8]2[CH:13]=[CH:12][CH:11]=[CH:10][C:9]=2[C:14]2[NH:18][C:17](=[O:19])[O:16][N:15]=2)=[CH:4][CH:3]=1.Cl[CH2:21][O:22][CH2:23][CH2:24][O:25][CH3:26].C(N(C(C)C)CC)(C)C. (9) Given the product [C:46]([C:21]1[CH:30]=[C:25]([CH:24]=[CH:23][C:22]=1[F:42])[C:26]([O:28][CH3:29])=[O:27])#[N:44], predict the reactants needed to synthesize it. The reactants are: C1(P(C2C=CC=CC=2)C2C=CC=CC=2)C=CC=CC=1.Br[C:21]1[CH:22]=[CH:23][C:24](F)=[C:25]([CH:30]=1)[C:26]([O:28][CH3:29])=[O:27].BrC1C=CC([F:42])=C(C=1)C(O)=O.C[N:44]([CH:46]=O)C.